Dataset: Catalyst prediction with 721,799 reactions and 888 catalyst types from USPTO. Task: Predict which catalyst facilitates the given reaction. (1) Reactant: C(OC([NH:8][C:9]1([C:13]2[CH:18]=[CH:17][C:16]([C:19]3[C:20]([C:36]4[CH:41]=[CH:40][CH:39]=[CH:38][CH:37]=4)=[CH:21][C:22]4[N:27]([CH2:28][C:29]([O:31][CH2:32][CH3:33])=[O:30])[C:26](=[O:34])[CH2:25][O:24][C:23]=4[N:35]=3)=[CH:15][CH:14]=2)[CH2:12][CH2:11][CH2:10]1)=O)(C)(C)C. The catalyst class is: 67. Product: [NH2:8][C:9]1([C:13]2[CH:14]=[CH:15][C:16]([C:19]3[C:20]([C:36]4[CH:37]=[CH:38][CH:39]=[CH:40][CH:41]=4)=[CH:21][C:22]4[N:27]([CH2:28][C:29]([O:31][CH2:32][CH3:33])=[O:30])[C:26](=[O:34])[CH2:25][O:24][C:23]=4[N:35]=3)=[CH:17][CH:18]=2)[CH2:10][CH2:11][CH2:12]1. (2) Reactant: [Br:1][C:2]1[C:7]([CH3:8])=[CH:6][C:5]([OH:9])=[CH:4][C:3]=1[CH3:10].C([O-])([O-])=O.[Cs+].[Cs+].Br[CH2:18][C:19]#[N:20]. Product: [Br:1][C:2]1[C:7]([CH3:8])=[CH:6][C:5]([O:9][CH2:18][C:19]#[N:20])=[CH:4][C:3]=1[CH3:10]. The catalyst class is: 9. (3) Reactant: [Cl:1][C:2]1[CH:3]=[C:4]([CH:19]=[CH:20][C:21]=1[Cl:22])[CH2:5][C:6]1[C:7](=[O:18])[NH:8][C:9]([CH2:16]O)=[N:10][C:11]=1[C:12]([F:15])([F:14])[F:13].S(Cl)(Cl)=O.[NH:27]1[CH2:32][CH2:31][O:30][CH2:29][CH2:28]1.C(=O)(O)[O-].[K+]. Product: [Cl:1][C:2]1[CH:3]=[C:4]([CH:19]=[CH:20][C:21]=1[Cl:22])[CH2:5][C:6]1[C:7](=[O:18])[NH:8][C:9]([CH2:16][N:27]2[CH2:32][CH2:31][O:30][CH2:29][CH2:28]2)=[N:10][C:11]=1[C:12]([F:15])([F:14])[F:13]. The catalyst class is: 4. (4) Reactant: [CH:1]([C:4]1[CH:12]=[CH:11][C:7]([C:8]([OH:10])=[O:9])=[C:6]([N+:13]([O-])=O)[CH:5]=1)([CH3:3])[CH3:2].[H][H]. Product: [NH2:13][C:6]1[CH:5]=[C:4]([CH:1]([CH3:3])[CH3:2])[CH:12]=[CH:11][C:7]=1[C:8]([OH:10])=[O:9]. The catalyst class is: 19. (5) Reactant: [CH:1]1([N:5]2[C:13]3[C:8](=[CH:9][C:10]([Br:14])=[CH:11][N:12]=3)[CH:7]=[CH:6]2)[CH2:4][CH2:3][CH2:2]1.ClS([N:19]=[C:20]=O)(=O)=O. Product: [CH:1]1([N:5]2[C:13]3[C:8](=[CH:9][C:10]([Br:14])=[CH:11][N:12]=3)[C:7]([C:20]#[N:19])=[CH:6]2)[CH2:2][CH2:3][CH2:4]1. The catalyst class is: 618. (6) Reactant: Br[C:2]1[CH:3]=[C:4]2[C:24](=[CH:25][CH:26]=1)[C:12]1[NH:13][C:14]([C:16]3[C:21]([F:22])=[CH:20][CH:19]=[CH:18][C:17]=3[Cl:23])=[N:15][C:11]=1[C:10]1[CH:9]=[CH:8][C:7]([Cl:27])=[CH:6][C:5]2=1.[CH3:28][N:29](C=O)C. Product: [Cl:27][C:7]1[CH:6]=[C:5]2[C:10](=[CH:9][CH:8]=1)[C:11]1[NH:15][C:14]([C:16]3[C:21]([F:22])=[CH:20][CH:19]=[CH:18][C:17]=3[Cl:23])=[N:13][C:12]=1[C:24]1[CH:25]=[CH:26][C:2]([C:28]#[N:29])=[CH:3][C:4]2=1. The catalyst class is: 267. (7) Reactant: Cl.[F:2][C:3]1[CH:8]=[CH:7][C:6]([C@H:9]2[CH2:11][C@H:10]2[NH2:12])=[CH:5][CH:4]=1.C([O-])(O)=O.[Na+].[F:18][CH:19]([F:29])[C:20]1[C:24]([C:25](Cl)=[O:26])=[CH:23][N:22]([CH3:28])[N:21]=1.CCOC(C)=O.CCCCCC. Product: [F:2][C:3]1[CH:4]=[CH:5][C:6]([C@H:9]2[CH2:11][C@H:10]2[NH:12][C:25]([C:24]2[C:20]([CH:19]([F:29])[F:18])=[N:21][N:22]([CH3:28])[CH:23]=2)=[O:26])=[CH:7][CH:8]=1. The catalyst class is: 4. (8) Reactant: [Br:1][C:2]1[CH:10]=[CH:9][CH:8]=[C:7]2[C:3]=1[CH:4]=[CH:5][NH:6]2.[H-].[Na+].[S:13](Cl)([CH3:16])(=[O:15])=[O:14]. Product: [Br:1][C:2]1[CH:10]=[CH:9][CH:8]=[C:7]2[C:3]=1[CH:4]=[CH:5][N:6]2[S:13]([CH3:16])(=[O:15])=[O:14]. The catalyst class is: 56. (9) Reactant: [Cl:1][C:2]1[CH:11]=[C:10]2[C:5]([CH2:6][CH:7]([CH2:12][CH3:13])[N:8]=[CH:9]2)=[CH:4][C:3]=1[O:14][CH2:15][CH3:16].C(O[CH:20]=[C:21]([C:27](=[O:29])[CH3:28])[C:22]([O:24][CH2:25][CH3:26])=[O:23])C. Product: [Cl:1][C:2]1[C:3]([O:14][CH2:15][CH3:16])=[CH:4][C:5]2[CH2:6][CH:7]([CH2:12][CH3:13])[N:8]3[CH:9]([CH2:28][C:27](=[O:29])[C:21]([C:22]([O:24][CH2:25][CH3:26])=[O:23])=[CH:20]3)[C:10]=2[CH:11]=1. The catalyst class is: 14.